Dataset: Full USPTO retrosynthesis dataset with 1.9M reactions from patents (1976-2016). Task: Predict the reactants needed to synthesize the given product. (1) Given the product [CH2:1]([O:8][C:9]1[CH:19]=[C:12]2[N:13]=[C:14]([Cl:18])[CH:15]=[C:16]([N:20]3[CH2:25][CH2:24][O:23][CH2:22][CH2:21]3)[N:11]2[N:10]=1)[C:2]1[CH:7]=[CH:6][CH:5]=[CH:4][CH:3]=1, predict the reactants needed to synthesize it. The reactants are: [CH2:1]([O:8][C:9]1[CH:19]=[C:12]2[N:13]=[C:14]([Cl:18])[CH:15]=[C:16](Cl)[N:11]2[N:10]=1)[C:2]1[CH:7]=[CH:6][CH:5]=[CH:4][CH:3]=1.[NH:20]1[CH2:25][CH2:24][O:23][CH2:22][CH2:21]1. (2) Given the product [Br:1][C:2]1[CH:3]=[C:4]2[C:9](=[CH:10][CH:11]=1)[N:8]=[CH:7][C:6]([C:12]([CH:14]1[CH2:16][CH2:15]1)=[O:13])=[C:5]2[NH:27][CH:24]1[CH2:23][CH2:22][CH:21]([N:20]([CH2:28][CH3:29])[CH2:18][CH3:19])[CH2:26][CH2:25]1, predict the reactants needed to synthesize it. The reactants are: [Br:1][C:2]1[CH:3]=[C:4]2[C:9](=[CH:10][CH:11]=1)[N:8]=[CH:7][C:6]([C:12]([CH:14]1[CH2:16][CH2:15]1)=[O:13])=[C:5]2Cl.[CH2:18]([N:20]([CH2:28][CH3:29])[CH:21]1[CH2:26][CH2:25][CH:24]([NH2:27])[CH2:23][CH2:22]1)[CH3:19]. (3) Given the product [Br-:1].[Br-:1].[CH2:2]([N+:14]1[CH:19]=[CH:18][CH:17]=[CH:16][CH:15]=1)[CH2:3][CH2:4][CH2:5][CH2:6][CH2:7][CH2:8][CH2:9][CH2:10][CH2:11][CH2:12][N+:14]1[CH:19]=[CH:18][CH:17]=[CH:16][CH:15]=1, predict the reactants needed to synthesize it. The reactants are: [Br:1][CH2:2][CH2:3][CH2:4][CH2:5][CH2:6][CH2:7][CH2:8][CH2:9][CH2:10][CH2:11][CH2:12]Br.[N:14]1[CH:19]=[CH:18][CH:17]=[CH:16][CH:15]=1. (4) Given the product [CH2:19]([O:26][C:9]1[C:10]([F:17])=[CH:11][C:12]([N+:14]([O-:16])=[O:15])=[CH:13][C:8]=1[F:7])[C:20]1[CH:25]=[CH:24][CH:23]=[CH:22][CH:21]=1, predict the reactants needed to synthesize it. The reactants are: C(=O)([O-])[O-].[K+].[K+].[F:7][C:8]1[CH:13]=[C:12]([N+:14]([O-:16])=[O:15])[CH:11]=[C:10]([F:17])[C:9]=1F.[CH2:19]([OH:26])[C:20]1[CH:25]=[CH:24][CH:23]=[CH:22][CH:21]=1. (5) Given the product [ClH:1].[CH2:36]([O:2][C:3]1[CH:4]=[C:5]([CH:31]=[C:32]([F:34])[CH:33]=1)[CH2:6][C@H:7]([NH:27][C:28](=[O:30])[CH3:29])[C@H:8]([OH:26])[CH2:9][NH:10][C:11]1([C:17]2[CH:22]=[CH:21][CH:20]=[C:19]([CH:23]([CH3:25])[CH3:24])[CH:18]=2)[CH2:16][CH2:15][CH2:14][CH2:13][CH2:12]1)[CH2:37][CH2:38][CH2:39][CH2:40][CH2:41][CH3:42], predict the reactants needed to synthesize it. The reactants are: [ClH:1].[OH:2][C:3]1[CH:4]=[C:5]([CH:31]=[C:32]([F:34])[CH:33]=1)[CH2:6][C@H:7]([NH:27][C:28](=[O:30])[CH3:29])[C@H:8]([OH:26])[CH2:9][NH:10][C:11]1([C:17]2[CH:22]=[CH:21][CH:20]=[C:19]([CH:23]([CH3:25])[CH3:24])[CH:18]=2)[CH2:16][CH2:15][CH2:14][CH2:13][CH2:12]1.Br[CH2:36][CH2:37][CH2:38][CH2:39][CH2:40][CH2:41][CH3:42]. (6) Given the product [Cl:11][C:6]1[C:5]2[O:12][CH:2]([CH2:3][OH:21])[CH2:1][C:4]=2[CH:9]=[C:8]([CH3:10])[CH:7]=1, predict the reactants needed to synthesize it. The reactants are: [CH2:1]([C:4]1[CH:9]=[C:8]([CH3:10])[CH:7]=[C:6]([Cl:11])[C:5]=1[OH:12])[CH:2]=[CH2:3].C1C=C(Cl)C=C(C(OO)=[O:21])C=1.[OH-].[K+]. (7) Given the product [C:8]([O:7][C:6]([NH:5][CH2:4][CH:3]([CH3:13])[CH2:2][N:24]1[C:25]([C:27]([O:29][CH2:30][CH3:31])=[O:28])=[CH:26][C:22]([CH2:21][O:14][C:15]2[CH:20]=[CH:19][CH:18]=[CH:17][CH:16]=2)=[N:23]1)=[O:12])([CH3:11])([CH3:10])[CH3:9], predict the reactants needed to synthesize it. The reactants are: O[CH2:2][CH:3]([CH3:13])[CH2:4][NH:5][C:6](=[O:12])[O:7][C:8]([CH3:11])([CH3:10])[CH3:9].[O:14]([CH2:21][C:22]1[CH:26]=[C:25]([C:27]([O:29][CH2:30][CH3:31])=[O:28])[NH:24][N:23]=1)[C:15]1[CH:20]=[CH:19][CH:18]=[CH:17][CH:16]=1.